From a dataset of Reaction yield outcomes from USPTO patents with 853,638 reactions. Predict the reaction yield, written as a fraction of the theoretical maximum amount of product (1.0 means a 100% yield; for example, 0.34 means a 34% yield). (1) The product is [O:22]1[CH:26]=[CH:25][CH:24]=[C:23]1[C:27]1[N:28]=[C:29]([NH:38][C:39]([C:41]2[CH:42]=[CH:43][N:44]=[CH:45][CH:46]=2)=[O:40])[S:30][C:31]=1[C:32]([C:52]1[CH:51]=[CH:50][N:49]=[CH:48][N:47]=1)=[O:37]. The reactants are CC1(C)CCCC(C)(C)N1.C([Li])CCC.CCCCCC.[O:22]1[CH:26]=[CH:25][CH:24]=[C:23]1[C:27]1[N:28]=[C:29]([NH:38][C:39]([C:41]2[CH:46]=[CH:45][N:44]=[CH:43][CH:42]=2)=[O:40])[S:30][C:31]=1[C:32](=[O:37])N(OC)C.[N:47]1[CH:52]=[CH:51][CH:50]=[N:49][CH:48]=1.[Cl-].[NH4+]. The yield is 0.0700. The catalyst is C1COCC1. (2) The reactants are CS(O[CH2:6][CH2:7][N:8]1[CH:12]=[C:11]([C:13]2[CH:18]=[C:17]([C:19]([O:21]C)=[O:20])[CH:16]=[CH:15][N:14]=2)[N:10]=[CH:9]1)(=O)=O.[CH3:23][O:24][C:25]1[CH:32]=[CH:31][CH:30]=[CH:29][C:26]=1[CH2:27][NH2:28]. No catalyst specified. The product is [CH3:23][O:24][C:25]1[CH:32]=[CH:31][CH:30]=[CH:29][C:26]=1[CH2:27][NH:28][CH2:6][CH2:7][N:8]1[CH:12]=[C:11]([C:13]2[CH:18]=[C:17]([C:19]([OH:21])=[O:20])[CH:16]=[CH:15][N:14]=2)[N:10]=[CH:9]1. The yield is 0.190. (3) The reactants are [F:1][C:2]1[CH:3]=[C:4]([NH:28][C:29]([NH:31][C:32](=[O:40])[CH2:33][C:34]2[CH:39]=[CH:38][CH:37]=[CH:36][CH:35]=2)=[S:30])[CH:5]=[CH:6][C:7]=1[O:8][C:9]1[CH:14]=[CH:13][N:12]=[C:11]2[CH:15]=[C:16]([C:18]3[CH:23]=[CH:22][C:21](S(C)(=O)=O)=[CH:20][CH:19]=3)[S:17][C:10]=12.FC1C=C(N)C=CC=1[O:48]C1C=CN=C2C=C(C3C=CC(S(C)(=O)=O)=CC=3)SC=12.NC1C=CC(OC2C=CN=C3C=C(C4C=CC(O)=CC=4)SC=23)=C(F)C=1. No catalyst specified. The product is [F:1][C:2]1[CH:3]=[C:4]([NH:28][C:29]([NH:31][C:32](=[O:40])[CH2:33][C:34]2[CH:39]=[CH:38][CH:37]=[CH:36][CH:35]=2)=[S:30])[CH:5]=[CH:6][C:7]=1[O:8][C:9]1[CH:14]=[CH:13][N:12]=[C:11]2[CH:15]=[C:16]([C:18]3[CH:23]=[CH:22][C:21]([OH:48])=[CH:20][CH:19]=3)[S:17][C:10]=12. The yield is 0.0300. (4) The reactants are [CH2:1]([OH:19])[CH2:2][CH2:3][CH2:4][CH2:5][CH2:6][CH2:7][CH2:8]/[CH:9]=[CH:10]\[CH2:11]/[CH:12]=[CH:13]\[CH2:14][CH2:15][CH2:16][CH2:17][CH3:18].C(N(CC)CC)C.[CH3:27][S:28](Cl)(=[O:30])=[O:29].C(O)C. The catalyst is P(=O)(O)(O)O.S([O-])([O-])(=O)=O.[Cu+2].C(Cl)(Cl)Cl.C1(C)C=CC=CC=1. The product is [CH3:27][S:28]([O:19][CH2:1][CH2:2][CH2:3][CH2:4][CH2:5][CH2:6][CH2:7][CH2:8]/[CH:9]=[CH:10]\[CH2:11]/[CH:12]=[CH:13]\[CH2:14][CH2:15][CH2:16][CH2:17][CH3:18])(=[O:30])=[O:29]. The yield is 0.930. (5) The reactants are [CH3:1][CH:2]([S:4]([NH:7][C:8]1[CH:9]=[C:10]([CH:41]=[CH:42][CH:43]=1)[CH2:11][N:12]([CH2:20][CH2:21][N:22]1[CH:31]([CH2:32][C:33]2[CH:38]=[CH:37][C:36]([F:39])=[CH:35][CH:34]=2)[CH2:30][C:29]2[C:24](=[CH:25][CH:26]=[C:27]([F:40])[CH:28]=2)[CH2:23]1)C(=O)OC(C)(C)C)(=[O:6])=[O:5])[CH3:3].[H-].[Na+].IC.[C:48](=O)(O)[O-].[Na+]. The catalyst is C1COCC1.C(OCC)(=O)C. The product is [CH3:48][N:7]([S:4]([CH:2]([CH3:3])[CH3:1])(=[O:6])=[O:5])[C:8]1[CH:9]=[C:10]([CH:41]=[CH:42][CH:43]=1)[CH2:11][NH:12][CH2:20][CH2:21][N:22]1[CH:31]([CH2:32][C:33]2[CH:38]=[CH:37][C:36]([F:39])=[CH:35][CH:34]=2)[CH2:30][C:29]2[C:24](=[CH:25][CH:26]=[C:27]([F:40])[CH:28]=2)[CH2:23]1. The yield is 0.710.